Task: Predict the reactants needed to synthesize the given product.. Dataset: Full USPTO retrosynthesis dataset with 1.9M reactions from patents (1976-2016) (1) Given the product [F:21][C:13]1[CH:12]=[C:11]([C:9]2[O:10][C:6]([C:4]([OH:5])=[O:3])=[CH:7][N:8]=2)[CH:16]=[CH:15][C:14]=1[S:17]([CH3:20])(=[O:19])=[O:18], predict the reactants needed to synthesize it. The reactants are: C([O:3][C:4]([C:6]1[O:10][C:9]([C:11]2[CH:16]=[CH:15][C:14]([S:17]([CH3:20])(=[O:19])=[O:18])=[C:13]([F:21])[CH:12]=2)=[N:8][CH:7]=1)=[O:5])C.[OH-].[Na+]. (2) Given the product [CH2:32]([C:2]1[C:3](=[O:22])[N:4]([CH2:10][CH2:11][C:12]2[CH:21]=[CH:20][C:15]([C:16]([O:18][CH3:19])=[O:17])=[CH:14][CH:13]=2)[C:5]([CH3:9])=[C:6]([CH2:61][CH3:62])[CH:7]=1)[CH3:33], predict the reactants needed to synthesize it. The reactants are: Br[C:2]1[C:3](=[O:22])[N:4]([CH2:10][CH2:11][C:12]2[CH:21]=[CH:20][C:15]([C:16]([O:18][CH3:19])=[O:17])=[CH:14][CH:13]=2)[C:5]([CH3:9])=[C:6](Br)[CH:7]=1.O.P([O-])([O-])([O-])=O.[K+].[K+].[K+].[CH:32]1(P(C2CCCCC2)C2C=CC=CC=2C2C(OC)=CC=CC=2OC)CCCC[CH2:33]1.[C:61]1(C)C=CC=C[CH:62]=1.